The task is: Predict the reactants needed to synthesize the given product.. This data is from Full USPTO retrosynthesis dataset with 1.9M reactions from patents (1976-2016). (1) Given the product [Cl:34][C:21]1[CH:20]=[C:19]([C:15]2[C:16]3[C:11](=[CH:10][C:9]([S:8]([O:59][C:50]4[C:49]([F:48])=[C:54]([F:55])[C:53]([F:56])=[C:52]([F:57])[C:51]=4[F:58])(=[O:45])=[O:67])=[CH:18][CH:17]=3)[C:12]([O:35][CH3:36])=[N:13][N:14]=2)[C:24]([O:25][CH3:26])=[CH:23][C:22]=1[C:27]1[CH:32]=[CH:31][CH:30]=[C:29]([F:33])[CH:28]=1, predict the reactants needed to synthesize it. The reactants are: C([S:8][C:9]1[CH:10]=[C:11]2[C:16](=[CH:17][CH:18]=1)[C:15]([C:19]1[C:24]([O:25][CH3:26])=[CH:23][C:22]([C:27]3[CH:32]=[CH:31][CH:30]=[C:29]([F:33])[CH:28]=3)=[C:21]([Cl:34])[CH:20]=1)=[N:14][N:13]=[C:12]2[O:35][CH3:36])C1C=CC=CC=1.ClN1C(C)(C)C(=[O:45])N(Cl)C1=O.[F:48][C:49]1[C:54]([F:55])=[C:53]([F:56])[C:52]([F:57])=[C:51]([F:58])[C:50]=1[OH:59].C(N(CC)CC)C.[OH2:67]. (2) Given the product [Cl:1][C:2]1[N:7]=[CH:6][C:5]([CH2:8][N:20]([CH2:21][CH2:22][C:22]2[C:23]([N+:24]([O-:26])=[O:25])=[C:19]([S:18][CH2:16][CH3:17])[NH:20][CH:21]=2)[CH2:19][C:23]#[N:24])=[CH:4][CH:3]=1, predict the reactants needed to synthesize it. The reactants are: [Cl:1][C:2]1[N:7]=[CH:6][C:5]([CH2:8]C(NCCCl)C#N)=[CH:4][CH:3]=1.[CH2:16]([S:18][C:19]1[NH:20][CH:21]=[CH:22][C:23]=1[N+:24]([O-:26])=[O:25])[CH3:17].C(=O)([O-])[O-].[K+].[K+]. (3) The reactants are: [F:1][C:2]([F:25])([F:24])[C:3]1[CH:4]=[C:5]([CH:9]([N:11]2[CH2:16][CH2:15][N:14](C(OC(C)(C)C)=O)[CH2:13][CH2:12]2)[CH3:10])[CH:6]=[CH:7][CH:8]=1.[ClH:26].C1(N)C(F)=C(F)C(F)=C(N)C=1F.Cl.Cl. Given the product [ClH:26].[ClH:26].[F:25][C:2]([F:1])([F:24])[C:3]1[CH:4]=[C:5]([CH:9]([N:11]2[CH2:16][CH2:15][NH:14][CH2:13][CH2:12]2)[CH3:10])[CH:6]=[CH:7][CH:8]=1, predict the reactants needed to synthesize it. (4) Given the product [CH3:21][N:22]1[C:30]2[C:25](=[CH:26][CH:27]=[CH:28][CH:29]=2)[C:24]([C:2]2[N:3]=[C:4]([NH:8][C:9]3[CH:14]=[C:13]([O:15][CH3:16])[C:12]([O:17][CH3:18])=[C:11]([O:19][CH3:20])[CH:10]=3)[N:5]=[CH:6][N:7]=2)=[C:23]1[OH:31], predict the reactants needed to synthesize it. The reactants are: Cl[C:2]1[N:7]=[CH:6][N:5]=[C:4]([NH:8][C:9]2[CH:14]=[C:13]([O:15][CH3:16])[C:12]([O:17][CH3:18])=[C:11]([O:19][CH3:20])[CH:10]=2)[N:3]=1.[CH3:21][N:22]1[C:30]2[C:25](=[CH:26][CH:27]=[CH:28][CH:29]=2)[CH2:24][C:23]1=[O:31].